Dataset: TCR-epitope binding with 47,182 pairs between 192 epitopes and 23,139 TCRs. Task: Binary Classification. Given a T-cell receptor sequence (or CDR3 region) and an epitope sequence, predict whether binding occurs between them. (1) The epitope is KPLEFGATSAAL. The TCR CDR3 sequence is CASSLGTGVTDTQYF. Result: 1 (the TCR binds to the epitope). (2) The epitope is FVDGVPFVV. The TCR CDR3 sequence is CATSVGRGRGYTF. Result: 1 (the TCR binds to the epitope). (3) The epitope is KMQRMLLEK. The TCR CDR3 sequence is CASSLLPGRITEAFF. Result: 0 (the TCR does not bind to the epitope).